From a dataset of Catalyst prediction with 721,799 reactions and 888 catalyst types from USPTO. Predict which catalyst facilitates the given reaction. (1) Reactant: [N:1]1[CH:6]=[CH:5][C:4](B(O)O)=[CH:3][CH:2]=1.Br[C:11]1[CH:23]=[CH:22][C:14]([CH2:15][C:16]2[N:17]=[C:18]([NH2:21])[S:19][CH:20]=2)=[CH:13][CH:12]=1.BrCC(=O)CC1C=CC(Br)=CC=1.NC(N)=S. Product: [N:1]1[CH:6]=[CH:5][C:4]([C:11]2[CH:23]=[CH:22][C:14]([CH2:15][C:16]3[N:17]=[C:18]([NH2:21])[S:19][CH:20]=3)=[CH:13][CH:12]=2)=[CH:3][CH:2]=1. The catalyst class is: 8. (2) Reactant: [Br:1][C:2]1[CH:7]=[CH:6][C:5]([O:8][CH2:9][CH:10](OCC)OCC)=[CH:4][CH:3]=1. Product: [Br:1][C:2]1[CH:3]=[CH:4][C:5]2[O:8][CH:9]=[CH:10][C:6]=2[CH:7]=1. The catalyst class is: 11. (3) Reactant: [Br:1][C:2]1[N:7]=[N:6][C:5]([N:8]=[CH:9]N(C)C)=[CH:4][CH:3]=1.Br[CH2:14][C:15]#[N:16].CCN(C(C)C)C(C)C. Product: [Br:1][C:2]1[CH:3]=[CH:4][C:5]2[N:6]([C:14]([C:15]#[N:16])=[CH:9][N:8]=2)[N:7]=1. The catalyst class is: 10. (4) Reactant: [F:1][CH:2]([F:19])[O:3][C:4]1[CH:9]=[CH:8][C:7]([C:10]#[C:11][Si](C)(C)C)=[CH:6][C:5]=1[CH:16]([CH3:18])[CH3:17].C([O-])([O-])=O.[K+].[K+]. Product: [F:1][CH:2]([F:19])[O:3][C:4]1[CH:9]=[CH:8][C:7]([C:10]#[CH:11])=[CH:6][C:5]=1[CH:16]([CH3:17])[CH3:18]. The catalyst class is: 5. (5) Reactant: [CH3:1][O:2][C:3]1[CH:10]=[C:9]([O:11][CH3:12])[CH:8]=[C:7]([CH3:13])[C:4]=1[CH:5]=[O:6].[OH-].[Na+].[O-:16][Mn](=O)(=O)=O.[K+]. Product: [CH3:1][O:2][C:3]1[CH:10]=[C:9]([O:11][CH3:12])[CH:8]=[C:7]([CH3:13])[C:4]=1[C:5]([OH:16])=[O:6]. The catalyst class is: 6.